This data is from Catalyst prediction with 721,799 reactions and 888 catalyst types from USPTO. The task is: Predict which catalyst facilitates the given reaction. (1) Reactant: [Cl:1][C:2]1[CH:25]=[CH:24][C:5]([CH2:6][N:7]2[C:12]3[S:13][C:14]4[CH2:19][NH:18][CH2:17][CH2:16][C:15]=4[C:11]=3[C:10]3=[N:20][CH:21]=[N:22][N:9]3[C:8]2=[O:23])=[CH:4][CH:3]=1.C(O[BH-](OC(=O)C)OC(=O)C)(=O)C.[Na+].[CH:40](=O)[C:41]1[CH:46]=[CH:45][CH:44]=[CH:43][CH:42]=1. Product: [Cl:1][C:2]1[CH:3]=[CH:4][C:5]([CH2:6][N:7]2[C:12]3[S:13][C:14]4[CH2:19][N:18]([CH2:40][C:41]5[CH:46]=[CH:45][CH:44]=[CH:43][CH:42]=5)[CH2:17][CH2:16][C:15]=4[C:11]=3[C:10]3=[N:20][CH:21]=[N:22][N:9]3[C:8]2=[O:23])=[CH:24][CH:25]=1. The catalyst class is: 1. (2) Reactant: N1CCOCC1.[CH3:7][C:8]1([O:11][CH2:10]1)[CH3:9].[Br:12][C:13]1[CH:14]=[CH:15][C:16]([C:19]2([C:25]#[N:26])[CH2:24][CH2:23][NH:22][CH2:21][CH2:20]2)=[N:17][CH:18]=1.C(=O)(O)[O-].[Na+]. Product: [Br:12][C:13]1[CH:14]=[CH:15][C:16]([C:19]2([C:25]#[N:26])[CH2:20][CH2:21][N:22]([CH2:10][C:8]([OH:11])([CH3:9])[CH3:7])[CH2:23][CH2:24]2)=[N:17][CH:18]=1. The catalyst class is: 6. (3) Reactant: CSC.B.[Br:5][C:6]1[CH:11]=[CH:10][C:9]([C:12]2[O:16][N:15]=[C:14]([CH3:17])[C:13]=2[C:18](=[O:29])[CH2:19][O:20][C@@H:21]([C:23]2[CH:28]=[CH:27][CH:26]=[CH:25][CH:24]=2)[CH3:22])=[CH:8][CH:7]=1. Product: [Br:5][C:6]1[CH:11]=[CH:10][C:9]([C:12]2[O:16][N:15]=[C:14]([CH3:17])[C:13]=2[C@H:18]([OH:29])[CH2:19][O:20][C@@H:21]([C:23]2[CH:28]=[CH:27][CH:26]=[CH:25][CH:24]=2)[CH3:22])=[CH:8][CH:7]=1. The catalyst class is: 1.